From a dataset of Full USPTO retrosynthesis dataset with 1.9M reactions from patents (1976-2016). Predict the reactants needed to synthesize the given product. (1) Given the product [Cl:18][C:15]1[CH:14]=[CH:13][C:12]([C:9]2[C:8]([C:19]3[CH:24]=[CH:23][C:22]([Cl:25])=[CH:21][CH:20]=3)=[N:7][C:6]([O:5][CH:3]3[CH2:2][N:1]([S:29]([CH:26]([CH3:28])[CH3:27])(=[O:31])=[O:30])[CH2:4]3)=[CH:11][N:10]=2)=[CH:17][CH:16]=1, predict the reactants needed to synthesize it. The reactants are: [NH:1]1[CH2:4][CH:3]([O:5][C:6]2[N:7]=[C:8]([C:19]3[CH:24]=[CH:23][C:22]([Cl:25])=[CH:21][CH:20]=3)[C:9]([C:12]3[CH:17]=[CH:16][C:15]([Cl:18])=[CH:14][CH:13]=3)=[N:10][CH:11]=2)[CH2:2]1.[CH:26]([S:29](Cl)(=[O:31])=[O:30])([CH3:28])[CH3:27]. (2) Given the product [Cl:44][C:41]1[CH:42]=[CH:43][C:37]2[O:36][CH:35]([CH2:34][N:31]3[CH2:30][CH2:29][N:28]([C:26](=[O:27])[CH2:25][O:17][CH:14]4[CH2:15][CH2:16][CH:11]([NH:10][C:7]5[CH:8]=[CH:9][C:4]([N+:1]([O-:3])=[O:2])=[C:5]([C:18]([F:19])([F:20])[F:21])[CH:6]=5)[CH2:12][CH2:13]4)[CH2:33][CH2:32]3)[CH2:39][C:38]=2[CH:40]=1, predict the reactants needed to synthesize it. The reactants are: [N+:1]([C:4]1[CH:9]=[CH:8][C:7]([NH:10][CH:11]2[CH2:16][CH2:15][CH:14]([OH:17])[CH2:13][CH2:12]2)=[CH:6][C:5]=1[C:18]([F:21])([F:20])[F:19])([O-:3])=[O:2].[H-].[Na+].Cl[CH2:25][C:26]([N:28]1[CH2:33][CH2:32][N:31]([CH2:34][CH:35]2[CH2:39][C:38]3[CH:40]=[C:41]([Cl:44])[CH:42]=[CH:43][C:37]=3[O:36]2)[CH2:30][CH2:29]1)=[O:27]. (3) Given the product [N+:1]([C:4]1[CH:19]=[CH:18][C:7]([CH2:8][N:9]2[CH2:14][CH2:13][N:12]([CH2:15][CH2:16][O:17][C:24](=[O:26])[CH3:25])[CH2:11][CH2:10]2)=[C:6]([C:20]([F:23])([F:22])[F:21])[CH:5]=1)([O-:3])=[O:2], predict the reactants needed to synthesize it. The reactants are: [N+:1]([C:4]1[CH:19]=[CH:18][C:7]([CH2:8][N:9]2[CH2:14][CH2:13][N:12]([CH2:15][CH2:16][OH:17])[CH2:11][CH2:10]2)=[C:6]([C:20]([F:23])([F:22])[F:21])[CH:5]=1)([O-:3])=[O:2].[C:24](Cl)(=[O:26])[CH3:25].C([O-])(O)=O.[Na+]. (4) Given the product [F:38][CH:36]([F:37])[O:35][C:8]1[C:7]2[C:12](=[C:13]([F:16])[CH:14]=[CH:15][C:6]=2[O:5][CH2:4][C:3]([OH:2])=[O:39])[N:11]=[C:10]([CH2:17][CH3:18])[C:9]=1[CH2:19][C:20]1[CH:21]=[CH:22][C:23]([C:41]2[N:46]=[CH:45][CH:44]=[CH:43][N:42]=2)=[CH:24][CH:25]=1, predict the reactants needed to synthesize it. The reactants are: C[O:2][C:3](=[O:39])[CH2:4][O:5][C:6]1[CH:15]=[CH:14][C:13]([F:16])=[C:12]2[C:7]=1[C:8]([O:35][CH:36]([F:38])[F:37])=[C:9]([CH2:19][C:20]1[CH:25]=[CH:24][C:23](B3OC(C)(C)C(C)(C)O3)=[CH:22][CH:21]=1)[C:10]([CH2:17][CH3:18])=[N:11]2.Br[C:41]1[N:46]=[CH:45][CH:44]=[CH:43][N:42]=1.O1CCOCC1.C(=O)([O-])[O-].[Cs+].[Cs+]. (5) Given the product [Br:1][C:2]1[CH:3]=[CH:4][C:5]([O:6][C:7]2[CH:12]=[CH:11][CH:10]=[CH:9][C:8]=2[NH:13][S:14]([C:17]2[CH:25]=[CH:24][C:20]([C:21]([NH:43][CH2:42][CH2:41][N:38]3[CH2:37][CH2:36][N:35]([C:31]4[CH:30]=[C:29]([CH3:28])[CH:34]=[CH:33][N:32]=4)[CH2:40][CH2:39]3)=[O:22])=[CH:19][CH:18]=2)(=[O:16])=[O:15])=[CH:26][CH:27]=1, predict the reactants needed to synthesize it. The reactants are: [Br:1][C:2]1[CH:27]=[CH:26][C:5]([O:6][C:7]2[CH:12]=[CH:11][CH:10]=[CH:9][C:8]=2[NH:13][S:14]([C:17]2[CH:25]=[CH:24][C:20]([C:21](O)=[O:22])=[CH:19][CH:18]=2)(=[O:16])=[O:15])=[CH:4][CH:3]=1.[CH3:28][C:29]1[CH:34]=[CH:33][N:32]=[C:31]([N:35]2[CH2:40][CH2:39][N:38]([CH2:41][CH2:42][NH2:43])[CH2:37][CH2:36]2)[CH:30]=1. (6) Given the product [CH3:11][O:12][CH2:13][CH2:14][N:15]1[CH2:20][CH2:19][N:18]([C:2]2[CH:7]=[CH:6][C:5]([N+:8]([O-:10])=[O:9])=[CH:4][CH:3]=2)[CH2:17][CH2:16]1, predict the reactants needed to synthesize it. The reactants are: F[C:2]1[CH:7]=[CH:6][C:5]([N+:8]([O-:10])=[O:9])=[CH:4][CH:3]=1.[CH3:11][O:12][CH2:13][CH2:14][N:15]1[CH2:20][CH2:19][NH:18][CH2:17][CH2:16]1.C(=O)([O-])[O-].[K+].[K+]. (7) Given the product [Br:3][C:4]1[CH:5]=[CH:6][C:7]([CH2:8][CH:9]([CH2:18][C:19]2[CH:20]=[CH:21][C:22]([Br:25])=[CH:23][CH:24]=2)[C:15](=[O:17])[CH3:16])=[CH:26][CH:27]=1, predict the reactants needed to synthesize it. The reactants are: [Li+].[Cl-].[Br:3][C:4]1[CH:27]=[CH:26][C:7]([CH2:8][C:9]([CH2:18][C:19]2[CH:24]=[CH:23][C:22]([Br:25])=[CH:21][CH:20]=2)([C:15](=[O:17])[CH3:16])C(OCC)=O)=[CH:6][CH:5]=1.O. (8) Given the product [O:10]=[S:7]1(=[O:11])[CH2:8][CH2:9][C:5]2[CH:4]=[C:3]([CH2:2][O:26][C:23]3[CH:22]=[CH:21][C:20]([C:16]4[C:15]([NH2:14])=[CH:19][O:18][N:17]=4)=[CH:25][CH:24]=3)[CH:13]=[CH:12][C:6]1=2, predict the reactants needed to synthesize it. The reactants are: Br[CH2:2][C:3]1[CH:13]=[CH:12][C:6]2[S:7](=[O:11])(=[O:10])[CH2:8][CH2:9][C:5]=2[CH:4]=1.[NH2:14][C:15]1[C:16]([C:20]2[CH:25]=[CH:24][C:23]([OH:26])=[CH:22][CH:21]=2)=[N:17][O:18][CH:19]=1.C([O-])([O-])=O.[K+].[K+].O. (9) Given the product [N:7]([CH2:8][CH2:9][CH2:10][CH:11]1[C:15](=[O:16])[N:14]([CH2:17][C:18]([O:20][CH3:21])=[O:19])[C:13](=[O:22])[NH:12]1)=[C:23]=[S:24], predict the reactants needed to synthesize it. The reactants are: C(=O)([O-])O.[Na+].Cl.[NH2:7][CH2:8][CH2:9][CH2:10][CH:11]1[C:15](=[O:16])[N:14]([CH2:17][C:18]([O:20][CH3:21])=[O:19])[C:13](=[O:22])[NH:12]1.[C:23](Cl)(Cl)=[S:24]. (10) Given the product [CH3:12][C:13]1[CH:17]=[CH:16][S:15][C:14]=1[CH2:18][NH:11][C:1]12[CH2:8][CH:7]3[CH2:6][CH:5]([CH2:4][CH:3]([CH2:9]3)[CH2:2]1)[CH2:10]2, predict the reactants needed to synthesize it. The reactants are: [C:1]12([NH2:11])[CH2:10][CH:5]3[CH2:6][CH:7]([CH2:9][CH:3]([CH2:4]3)[CH2:2]1)[CH2:8]2.[CH3:12][C:13]1[CH:17]=[CH:16][S:15][C:14]=1[CH:18]=O.